This data is from Reaction yield outcomes from USPTO patents with 853,638 reactions. The task is: Predict the reaction yield, written as a fraction of the theoretical maximum amount of product (1.0 means a 100% yield; for example, 0.34 means a 34% yield). (1) The reactants are [NH2:1][C:2]1[N:7]=[C:6]([C:8]2[O:9][CH:10]=[CH:11][CH:12]=2)[C:5]([C:13]#[N:14])=[C:4]([S:15][CH2:16][CH2:17][C:18]2[CH:23]=[CH:22][CH:21]=[CH:20][N:19]=2)[N:3]=1.[C:24](Br)(=[O:31])[C:25]1[CH:30]=[CH:29][CH:28]=[CH:27][CH:26]=1. The catalyst is CN(C)C1C=CN=CC=1.N1C=CC=CC=1. The product is [C:24]([N:1]([C:2]1[N:7]=[C:6]([C:8]2[O:9][CH:10]=[CH:11][CH:12]=2)[C:5]([C:13]#[N:14])=[C:4]([S:15][CH2:16][CH2:17][C:18]2[CH:23]=[CH:22][CH:21]=[CH:20][N:19]=2)[N:3]=1)[C:24](=[O:31])[C:25]1[CH:30]=[CH:29][CH:28]=[CH:27][CH:26]=1)(=[O:31])[C:25]1[CH:30]=[CH:29][CH:28]=[CH:27][CH:26]=1. The yield is 0.300. (2) The reactants are [Cl:1][C:2]1[CH:3]=[C:4]([CH:9]([C:25]2([OH:31])[CH2:30][CH2:29][CH2:28][CH2:27][CH2:26]2)[CH2:10][N:11]2[CH2:16][CH2:15][CH:14]([NH:17]C(=O)OC(C)(C)C)[CH2:13][CH2:12]2)[CH:5]=[CH:6][C:7]=1[Cl:8].[ClH:32]. The catalyst is C(OCC)C.O1CCOCC1. The product is [ClH:1].[ClH:32].[NH2:17][CH:14]1[CH2:15][CH2:16][N:11]([CH2:10][CH:9]([C:25]2([OH:31])[CH2:30][CH2:29][CH2:28][CH2:27][CH2:26]2)[C:4]2[CH:5]=[CH:6][C:7]([Cl:8])=[C:2]([Cl:1])[CH:3]=2)[CH2:12][CH2:13]1. The yield is 0.820. (3) The reactants are Cl.[CH3:2][O:3][C:4](=[O:17])[CH2:5][NH:6][C:7]1[CH:16]=[CH:15][C:14]2[C:9](=[CH:10][CH:11]=[CH:12][CH:13]=2)[CH:8]=1.[F:18][C:19]([F:30])([F:29])[C:20](O[C:20](=[O:21])[C:19]([F:30])([F:29])[F:18])=[O:21].Cl. The catalyst is ClCCl.O.C(N(CC)CC)C. The product is [CH3:2][O:3][C:4](=[O:17])[CH2:5][N:6]([C:7]1[CH:16]=[CH:15][C:14]2[C:9](=[CH:10][CH:11]=[CH:12][CH:13]=2)[CH:8]=1)[C:20](=[O:21])[C:19]([F:30])([F:29])[F:18]. The yield is 0.760. (4) The reactants are Cl.[Cl:2][CH2:3][C:4]1[N:13]=[C:12]([N:14]([C:16]2[CH:21]=[C:20]([Cl:22])[C:19]([O:23][CH3:24])=[C:18]([Cl:25])[CH:17]=2)[CH3:15])[C:11]2[C:6](=[CH:7][CH:8]=[CH:9][CH:10]=2)[N:5]=1.ClC1C2C(=CC=CC=2)N=C(CCl)N=1.Cl.ClC1C=C(NC)C=C(Cl)C=1OC. The catalyst is CC(O)C. The product is [Cl:2][CH2:3][C:4]1[N:13]=[C:12]([N:14]([C:16]2[CH:17]=[C:18]([Cl:25])[C:19]([O:23][CH3:24])=[C:20]([Cl:22])[CH:21]=2)[CH3:15])[C:11]2[C:6](=[CH:7][CH:8]=[CH:9][CH:10]=2)[N:5]=1. The yield is 0.840. (5) The reactants are [CH3:1][C:2]([C:6]1[N:7]=[C:8]([C:11]2[CH:16]=[CH:15][CH:14]=[CH:13][CH:12]=2)[O:9][CH:10]=1)([CH3:5])[CH2:3][NH2:4].[F:17][C:18]([F:34])([F:33])[C:19]1[O:23][N:22]=[C:21]([C:24]2[CH:25]=[C:26]([CH:30]=[CH:31][CH:32]=2)[C:27](O)=[O:28])[N:20]=1. No catalyst specified. The product is [CH3:5][C:2]([C:6]1[N:7]=[C:8]([C:11]2[CH:16]=[CH:15][CH:14]=[CH:13][CH:12]=2)[O:9][CH:10]=1)([CH3:1])[CH2:3][NH:4][C:27](=[O:28])[C:26]1[CH:30]=[CH:31][CH:32]=[C:24]([C:21]2[N:20]=[C:19]([C:18]([F:34])([F:33])[F:17])[O:23][N:22]=2)[CH:25]=1. The yield is 0.440. (6) The reactants are [CH3:1][C:2]([CH3:7])([CH3:6])[C:3](Cl)=[O:4].[Br:8][C:9]1[CH:15]=[CH:14][C:12]([NH2:13])=[CH:11][C:10]=1[N+:16]([O-:18])=[O:17].CCN(CC)CC. The catalyst is C(Cl)Cl. The product is [Br:8][C:9]1[CH:15]=[CH:14][C:12]([NH:13][C:3](=[O:4])[C:2]([CH3:7])([CH3:6])[CH3:1])=[CH:11][C:10]=1[N+:16]([O-:18])=[O:17]. The yield is 0.940.